This data is from Forward reaction prediction with 1.9M reactions from USPTO patents (1976-2016). The task is: Predict the product of the given reaction. (1) Given the reactants [OH:1][C@H:2]1[CH2:7][CH2:6][C@H:5]([N:8]2[C:13](=[O:14])[C:12]([CH:15]([C:17]3[CH:22]=[CH:21][C:20]([C:23]4[C:24]([C:29]#[N:30])=[CH:25][CH:26]=[CH:27][CH:28]=4)=[CH:19][CH:18]=3)[CH3:16])=[C:11]([CH2:31][CH2:32][CH3:33])[N:10]3[N:34]=[CH:35][N:36]=[C:9]23)[CH2:4][CH2:3]1.[N+](=[CH:39][C:40]([O:42][CH2:43][CH3:44])=[O:41])=[N-].O, predict the reaction product. The product is: [C:29]([C:24]1[CH:25]=[CH:26][CH:27]=[CH:28][C:23]=1[C:20]1[CH:21]=[CH:22][C:17]([CH:15]([C:12]2[C:13](=[O:14])[N:8]([C@H:5]3[CH2:6][CH2:7][C@H:2]([O:1][CH2:39][C:40]([O:42][CH2:43][CH3:44])=[O:41])[CH2:3][CH2:4]3)[C:9]3[N:10]([N:34]=[CH:35][N:36]=3)[C:11]=2[CH2:31][CH2:32][CH3:33])[CH3:16])=[CH:18][CH:19]=1)#[N:30]. (2) Given the reactants N#N.[N:3]1[C:11]2[CH:10]=[CH:9][N:8]=[CH:7][C:6]=2[NH:5][C:4]=1[C@H:12]([NH:22]C(=O)OC(C)(C)C)[CH2:13][C:14]1[CH:19]=[CH:18][C:17]([O:20][CH3:21])=[CH:16][CH:15]=1.Cl, predict the reaction product. The product is: [N:3]1[C:11]2[CH:10]=[CH:9][N:8]=[CH:7][C:6]=2[NH:5][C:4]=1[C@H:12]([NH2:22])[CH2:13][C:14]1[CH:19]=[CH:18][C:17]([O:20][CH3:21])=[CH:16][CH:15]=1. (3) The product is: [CH2:10]([S:12]([C:14]1[CH:15]=[CH:16][C:17]([N+:20]([O-:22])=[O:21])=[CH:18][CH:19]=1)(=[NH:23])=[O:13])[CH3:11]. Given the reactants OS(O)(=O)=O.O=S(=O)=O.[CH2:10]([S:12]([C:14]1[CH:19]=[CH:18][C:17]([N+:20]([O-:22])=[O:21])=[CH:16][CH:15]=1)=[O:13])[CH3:11].[N-:23]=[N+]=[N-].[Na+].C(=O)([O-])O.[Na+], predict the reaction product.